From a dataset of Catalyst prediction with 721,799 reactions and 888 catalyst types from USPTO. Predict which catalyst facilitates the given reaction. Reactant: C(N(CC)CC)C.[Si]([C:15]#[C:16][C:17]1[N:22]=[CH:21][C:20]([C:23]2(O)[CH2:28][CH2:27][CH:26]([CH3:29])[CH2:25][CH2:24]2)=[CH:19][C:18]=1[F:31])(C(C)(C)C)(C)C.CS(Cl)(=O)=O.CCCC[N+](CCCC)(CCCC)CCCC.[F-]. Product: [C:16]([C:17]1[C:18]([F:31])=[CH:19][C:20]([C:23]2[CH2:28][CH2:27][CH:26]([CH3:29])[CH2:25][CH:24]=2)=[CH:21][N:22]=1)#[CH:15]. The catalyst class is: 34.